From a dataset of Full USPTO retrosynthesis dataset with 1.9M reactions from patents (1976-2016). Predict the reactants needed to synthesize the given product. (1) Given the product [BrH:1].[N:20]1[N:21]=[CH:22][N:12]2[N:11]=[C:10]([C:7]3[CH:6]=[CH:5][C:4]([OH:3])=[N:9][CH:8]=3)[C:19]3[C:14](=[CH:15][CH:16]=[CH:17][CH:18]=3)[C:13]=12, predict the reactants needed to synthesize it. The reactants are: [BrH:1].C[O:3][C:4]1[N:9]=[CH:8][C:7]([C:10]2[C:19]3[C:14](=[CH:15][CH:16]=[CH:17][CH:18]=3)[C:13]3=[N:20][N:21]=[CH:22][N:12]3[N:11]=2)=[CH:6][CH:5]=1. (2) Given the product [C:5]([NH:8][C:9]([CH2:21][C:22]1[CH:27]=[CH:26][C:25]([CH2:28][CH3:29])=[C:24]([CH2:30][CH3:31])[CH:23]=1)([C:15]([O:17][CH2:18][CH3:19])=[O:16])[C:10]([O:12][CH2:13][CH3:14])=[O:11])(=[O:7])[CH3:6], predict the reactants needed to synthesize it. The reactants are: [Na].CCO.[C:5]([NH:8][CH:9]([C:15]([O:17][CH2:18][CH3:19])=[O:16])[C:10]([O:12][CH2:13][CH3:14])=[O:11])(=[O:7])[CH3:6].Br[CH2:21][C:22]1[CH:27]=[CH:26][C:25]([CH2:28][CH3:29])=[C:24]([CH2:30][CH3:31])[CH:23]=1. (3) Given the product [ClH:24].[Br:19][C:20]1[CH:21]=[C:22]([CH:25]=[CH:26][CH:27]=1)[CH2:23][S:18][C:9]1[NH:8][C@H:7]([C:1]2[CH:2]=[CH:3][CH:4]=[CH:5][CH:6]=2)[C@H:11]([C:12]2[CH:13]=[CH:14][CH:15]=[CH:16][CH:17]=2)[N:10]=1, predict the reactants needed to synthesize it. The reactants are: [C:1]1([C@H:7]2[C@@H:11]([C:12]3[CH:17]=[CH:16][CH:15]=[CH:14][CH:13]=3)[NH:10][C:9](=[S:18])[NH:8]2)[CH:6]=[CH:5][CH:4]=[CH:3][CH:2]=1.[Br:19][C:20]1[CH:21]=[C:22]([CH:25]=[CH:26][CH:27]=1)[CH2:23][Cl:24]. (4) Given the product [Cl:15][C:16]1[CH:23]=[CH:22][C:21]([F:24])=[CH:20][C:17]=1[CH2:18][N:9]1[C:10]([CH3:14])([CH3:13])[C:11](=[O:12])[N:8]1[CH:1]1[CH2:2][CH2:3][CH2:4][CH2:5][CH2:6][CH2:7]1, predict the reactants needed to synthesize it. The reactants are: [CH:1]1([N:8]2[C:11](=[O:12])[C:10]([CH3:14])([CH3:13])[NH:9]2)[CH2:7][CH2:6][CH2:5][CH2:4][CH2:3][CH2:2]1.[Cl:15][C:16]1[CH:23]=[CH:22][C:21]([F:24])=[CH:20][C:17]=1[CH2:18]Br. (5) Given the product [C:27]([NH:31][S:32]([C:35]1[S:36][C:37]([C:2]2[CH:7]=[C:6]([C:8]3[N:13]=[C:12]([CH:14]([F:16])[F:15])[CH:11]=[C:10]([C:17]4[CH:18]=[N:19][C:20]([C:23]([F:26])([F:25])[F:24])=[CH:21][CH:22]=4)[N:9]=3)[CH:5]=[CH:4][N:3]=2)=[CH:38][CH:39]=1)(=[O:33])=[O:34])([CH3:30])([CH3:28])[CH3:29], predict the reactants needed to synthesize it. The reactants are: Cl[C:2]1[CH:7]=[C:6]([C:8]2[N:13]=[C:12]([CH:14]([F:16])[F:15])[CH:11]=[C:10]([C:17]3[CH:18]=[N:19][C:20]([C:23]([F:26])([F:25])[F:24])=[CH:21][CH:22]=3)[N:9]=2)[CH:5]=[CH:4][N:3]=1.[C:27]([NH:31][S:32]([C:35]1[S:36][C:37](B2OC(C)(C)C(C)(C)O2)=[CH:38][CH:39]=1)(=[O:34])=[O:33])([CH3:30])([CH3:29])[CH3:28].